From a dataset of Retrosynthesis with 50K atom-mapped reactions and 10 reaction types from USPTO. Predict the reactants needed to synthesize the given product. (1) Given the product OCc1cc(F)c(Cl)cc1F, predict the reactants needed to synthesize it. The reactants are: O=C(O)c1cc(F)c(Cl)cc1F. (2) Given the product CCOC(=O)CC(N)=O, predict the reactants needed to synthesize it. The reactants are: CCOC(=O)CC(=O)OCC.N. (3) Given the product Brc1ccc2[nH]c3c(c2c1)CNCC3, predict the reactants needed to synthesize it. The reactants are: NNc1ccc(Br)cc1.O=C1CCNCC1. (4) Given the product CN(CCO)c1cncc(Cc2c(-c3ccc(Cl)cc3)nc3ccccn23)n1, predict the reactants needed to synthesize it. The reactants are: CNCCO.Clc1ccc(-c2nc3ccccn3c2Cc2cncc(Cl)n2)cc1. (5) Given the product COC(=O)c1c(-c2ccc(Cl)cc2Cl)nc2c3cc(NC(C)=O)ncc3ccn12, predict the reactants needed to synthesize it. The reactants are: C=Cn1c(-c2cc(NC(C)=O)ncc2Br)nc(-c2ccc(Cl)cc2Cl)c1C(=O)OC. (6) Given the product CCCCCCCC/C=C\CCCCCCCC(=O)OCCN(C)C(=O)c1ccc(C)cc1, predict the reactants needed to synthesize it. The reactants are: CCCCCCCC/C=C\CCCCCCCC(=O)Cl.Cc1ccc(C(=O)N(C)CCO)cc1. (7) Given the product COC(=O)Nc1nc2c(OC)ccc(N)c2s1, predict the reactants needed to synthesize it. The reactants are: COC(=O)Nc1nc2c(OC)ccc([N+](=O)[O-])c2s1.